This data is from Full USPTO retrosynthesis dataset with 1.9M reactions from patents (1976-2016). The task is: Predict the reactants needed to synthesize the given product. (1) Given the product [OH:1][CH:2]1[CH2:6][O:5][CH2:4][CH:3]1[O:7][C:8]1[CH:9]=[C:10]([C:21]([NH:35][C@@H:33]([C:30]2[CH:31]=[N:32][C:27]([CH3:26])=[CH:28][CH:29]=2)[CH3:34])=[O:22])[CH:11]=[C:12]([C:14]2[CH:15]=[CH:16][C:17]([CH3:20])=[CH:18][CH:19]=2)[CH:13]=1, predict the reactants needed to synthesize it. The reactants are: [OH:1][CH:2]1[CH2:6][O:5][CH2:4][CH:3]1[O:7][C:8]1[CH:9]=[C:10]([C:21](O)=[O:22])[CH:11]=[C:12]([C:14]2[CH:19]=[CH:18][C:17]([CH3:20])=[CH:16][CH:15]=2)[CH:13]=1.Cl.Cl.[CH3:26][C:27]1[N:32]=[CH:31][C:30]([C@H:33]([NH2:35])[CH3:34])=[CH:29][CH:28]=1.F[P-](F)(F)(F)(F)F.C[N+](C)=C(N(C)C)ON1C2N=CC=CC=2N=N1.C(N(CC)C(C)C)(C)C. (2) Given the product [C:49]([O:51][C:52]([NH:54][CH2:55][C:56]([O:45][C:29]1[CH:30]=[C:31]2[C:26](=[CH:27][CH:28]=1)[C:25]1[CH2:24][CH2:23][N:22]3[C@H:34]([CH2:35][C@H:36]4[C@@H:20]([CH2:21]3)[CH2:19][C@@H:18]([O:17][C:15]([C:10]3[CH:9]=[C:8]([O:46][CH3:47])[C:7]([O:6][C:4]([O:3][CH2:1][CH3:2])=[O:5])=[C:12]([O:13][CH3:14])[CH:11]=3)=[O:16])[C@H:38]([O:39][CH3:40])[C@H:37]4[C:41]([O:43][CH3:44])=[O:42])[C:33]=1[NH:32]2)=[O:57])=[O:53])([CH3:59])([CH3:50])[CH3:48], predict the reactants needed to synthesize it. The reactants are: [CH2:1]([O:3][C:4]([O:6][C:7]1[C:12]([O:13][CH3:14])=[CH:11][C:10]([C:15]([O:17][C@H:18]2[C@H:38]([O:39][CH3:40])[C@@H:37]([C:41]([O:43][CH3:44])=[O:42])[C@@H:36]3[C@@H:20]([CH2:21][N:22]4[C@H:34]([CH2:35]3)[C:33]3[NH:32][C:31]5[C:26](=[CH:27][CH:28]=[C:29]([OH:45])[CH:30]=5)[C:25]=3[CH2:24][CH2:23]4)[CH2:19]2)=[O:16])=[CH:9][C:8]=1[O:46][CH3:47])=[O:5])[CH3:2].[CH3:48][C:49]([CH3:59])([O:51][C:52]([NH:54][CH2:55][C:56](O)=[O:57])=[O:53])[CH3:50].C1CCC(N=C=NC2CCCCC2)CC1.